The task is: Predict the reaction yield, written as a fraction of the theoretical maximum amount of product (1.0 means a 100% yield; for example, 0.34 means a 34% yield).. This data is from Reaction yield outcomes from USPTO patents with 853,638 reactions. (1) The reactants are CC1[N:3]([C:8]2[C:16]3[C:11](=[CH:12][CH:13]=[C:14]([C:17]([F:20])([F:19])[F:18])[CH:15]=3)[N:10]([CH3:21])[N:9]=2)C(C)=CC=1.[OH-].[K+].Cl.NO. The catalyst is C(O)C.O. The product is [CH3:21][N:10]1[C:11]2[C:16](=[CH:15][C:14]([C:17]([F:18])([F:19])[F:20])=[CH:13][CH:12]=2)[C:8]([NH2:3])=[N:9]1. The yield is 0.460. (2) The reactants are CC1C=CC(S(O[CH2:12][C@@H:13]2[CH2:18][CH2:17][CH2:16][CH2:15][O:14]2)(=O)=O)=CC=1.[C:19]([O-:22])(=[S:21])[CH3:20].[K+]. The catalyst is CN(C=O)C.C(OCC)(=O)C. The product is [O:14]1[CH2:15][CH2:16][CH2:17][CH2:18][C@H:13]1[CH2:12][S:21][C:19](=[O:22])[CH3:20]. The yield is 0.930. (3) The reactants are [C:1]1([S:7]([C:10]2[CH:11]=[CH:12][C:13]([C:20]([F:23])([F:22])[F:21])=[C:14]([S:16](Cl)(=[O:18])=[O:17])[CH:15]=2)(=[O:9])=[O:8])[CH:6]=[CH:5][CH:4]=[CH:3][CH:2]=1.[NH2:24][CH2:25][CH:26]1[CH2:31][CH2:30][O:29][CH2:28][CH2:27]1.C(N(CC)CC)C. The catalyst is ClCCl. The product is [C:1]1([S:7]([C:10]2[CH:11]=[CH:12][C:13]([C:20]([F:23])([F:22])[F:21])=[C:14]([S:16]([NH:24][CH2:25][CH:26]3[CH2:31][CH2:30][O:29][CH2:28][CH2:27]3)(=[O:18])=[O:17])[CH:15]=2)(=[O:9])=[O:8])[CH:6]=[CH:5][CH:4]=[CH:3][CH:2]=1. The yield is 0.238. (4) The reactants are [CH3:1][C:2]1[C:10]2[O:9][CH2:8][C:7](=[O:11])[C:6]=2[CH:5]=[CH:4][CH:3]=1.[Br:12]N1C(=O)CCC1=O.C(OOC(=O)C1C=CC=CC=1)(=O)C1C=CC=CC=1. The catalyst is C(Cl)(Cl)(Cl)Cl. The product is [Br:12][CH2:1][C:2]1[C:10]2[O:9][CH2:8][C:7](=[O:11])[C:6]=2[CH:5]=[CH:4][CH:3]=1. The yield is 0.490. (5) The reactants are [NH2:1][C:2]1([C:8]#[N:9])[CH2:7][CH2:6][CH2:5][CH2:4][CH2:3]1.[ClH:10]. The catalyst is C(O)C.[Pt]=O. The product is [ClH:10].[ClH:10].[NH2:9][CH2:8][C:2]1([NH2:1])[CH2:7][CH2:6][CH2:5][CH2:4][CH2:3]1. The yield is 0.890. (6) The reactants are [ClH:1].[C:2]([C:6]1[CH:7]=[C:8]2[C:12](=[CH:13][CH:14]=1)[C@H:11]([NH:15][C:16]([NH:18][C:19]1[CH:27]=[CH:26][CH:25]=[C:24]3[C:20]=1[CH:21]=[N:22][NH:23]3)=[O:17])[CH2:10][CH2:9]2)([CH3:5])([CH3:4])[CH3:3]. The catalyst is C1COCC1. The product is [ClH:1].[C:2]([C:6]1[CH:7]=[C:8]2[C:12](=[CH:13][CH:14]=1)[C@H:11]([NH:15][C:16]([NH:18][C:19]1[CH:27]=[CH:26][CH:25]=[C:24]3[C:20]=1[CH:21]=[N:22][NH:23]3)=[O:17])[CH2:10][CH2:9]2)([CH3:5])([CH3:3])[CH3:4]. The yield is 0.400. (7) The reactants are [CH2:1]([C:5]1([C:18]([O:20][CH3:21])=[O:19])[C:14]2[C:9](=[CH:10][CH:11]=[CH:12][CH:13]=2)[C:8](=[O:15])[CH:7]=[C:6]1[O:16]C)[CH2:2][CH2:3][CH3:4].I[Si](C)(C)C. The catalyst is C(#N)C. The product is [CH2:1]([C:5]1([C:18]([O:20][CH3:21])=[O:19])[C:14]2[C:9](=[CH:10][CH:11]=[CH:12][CH:13]=2)[C:8](=[O:15])[CH2:7][C:6]1=[O:16])[CH2:2][CH2:3][CH3:4]. The yield is 0.920.